Dataset: Catalyst prediction with 721,799 reactions and 888 catalyst types from USPTO. Task: Predict which catalyst facilitates the given reaction. (1) Reactant: Br[C:2]1[CH:7]=[CH:6][N:5]=[C:4]([Cl:8])[CH:3]=1.C([Mg]Cl)(C)C.[CH3:14][CH:15]1[CH2:20][CH2:19][C:18](=[O:21])[CH2:17][CH2:16]1. Product: [Cl:8][C:4]1[CH:3]=[C:2]([C:18]2([OH:21])[CH2:19][CH2:20][CH:15]([CH3:14])[CH2:16][CH2:17]2)[CH:7]=[CH:6][N:5]=1. The catalyst class is: 1. (2) Reactant: C(N(CC)CC)C.[CH3:8][O:9][C:10]([C:12]1[C:21]([OH:22])=[C:20]2[C:15]([CH:16]=[CH:17][CH:18]=[N:19]2)=[C:14]([Br:23])[N:13]=1)=[O:11].[C:24]1([CH3:34])[CH:29]=[CH:28][C:27]([S:30](Cl)(=[O:32])=[O:31])=[CH:26][CH:25]=1. Product: [CH3:8][O:9][C:10]([C:12]1[C:21]([O:22][S:30]([C:27]2[CH:28]=[CH:29][C:24]([CH3:34])=[CH:25][CH:26]=2)(=[O:32])=[O:31])=[C:20]2[C:15]([CH:16]=[CH:17][CH:18]=[N:19]2)=[C:14]([Br:23])[N:13]=1)=[O:11]. The catalyst class is: 22.